From a dataset of Full USPTO retrosynthesis dataset with 1.9M reactions from patents (1976-2016). Predict the reactants needed to synthesize the given product. (1) Given the product [Cl:18][C:10]1[CH:9]=[C:8]([C:6]2[C:5]([CH3:19])=[CH:4][N:3]=[C:2]([NH:32][C:31]3[CH:30]=[CH:29][C:28]([CH2:27][N:24]4[CH2:23][CH2:22][N:21]([CH3:20])[CH2:26][CH2:25]4)=[CH:34][CH:33]=3)[N:7]=2)[CH:13]=[C:12]([C:14]([F:17])([F:16])[F:15])[CH:11]=1, predict the reactants needed to synthesize it. The reactants are: Cl[C:2]1[N:7]=[C:6]([C:8]2[CH:13]=[C:12]([C:14]([F:17])([F:16])[F:15])[CH:11]=[C:10]([Cl:18])[CH:9]=2)[C:5]([CH3:19])=[CH:4][N:3]=1.[CH3:20][N:21]1[CH2:26][CH2:25][N:24]([CH2:27][C:28]2[CH:34]=[CH:33][C:31]([NH2:32])=[CH:30][CH:29]=2)[CH2:23][CH2:22]1. (2) Given the product [F:26][C:23]1[CH:22]=[C:3]2[C:4]([C:15]([O:17][CH2:18][CH3:19])=[O:16])=[N:5][N:6]([CH2:7][C:8]3[CH:13]=[CH:12][CH:11]=[CH:10][C:9]=3[F:14])[C:2]2=[N:1][CH:24]=1, predict the reactants needed to synthesize it. The reactants are: [NH2:1][C:2]1[N:6]([CH2:7][C:8]2[CH:13]=[CH:12][CH:11]=[CH:10][C:9]=2[F:14])[N:5]=[C:4]([C:15]([O:17][CH2:18][CH3:19])=[O:16])[CH:3]=1.CN(C)[CH:22]=[C:23]([F:26])[CH:24]=O.FC(F)(F)C(O)=O.